The task is: Regression. Given a peptide amino acid sequence and an MHC pseudo amino acid sequence, predict their binding affinity value. This is MHC class I binding data.. This data is from Peptide-MHC class I binding affinity with 185,985 pairs from IEDB/IMGT. (1) The peptide sequence is APKDLLPWY. The MHC is HLA-A29:02 with pseudo-sequence HLA-A29:02. The binding affinity (normalized) is 0.275. (2) The peptide sequence is KAYKIISLK. The MHC is HLA-B46:01 with pseudo-sequence HLA-B46:01. The binding affinity (normalized) is 0.0847. (3) The peptide sequence is DRNTFRHSVV. The MHC is Mamu-B17 with pseudo-sequence Mamu-B17. The binding affinity (normalized) is 0. (4) The peptide sequence is MTACDDGRR. The MHC is HLA-A11:01 with pseudo-sequence HLA-A11:01. The binding affinity (normalized) is 0.125.